This data is from Reaction yield outcomes from USPTO patents with 853,638 reactions. The task is: Predict the reaction yield, written as a fraction of the theoretical maximum amount of product (1.0 means a 100% yield; for example, 0.34 means a 34% yield). (1) The reactants are [CH:1]([C:3]1[NH:7][C:6]([CH2:8][CH2:9][C:10]([OH:12])=O)=[CH:5][C:4]=1[CH3:13])=[O:2].C1C=CC2N(O)N=NC=2C=1.C(Cl)CCl.[CH3:28][N:29]1[CH2:34][CH2:33][NH:32][CH2:31][CH2:30]1.C(=O)(O)[O-].[Na+]. The catalyst is CN(C=O)C. The product is [CH3:13][C:4]1[CH:5]=[C:6]([CH2:8][CH2:9][C:10]([N:32]2[CH2:33][CH2:34][N:29]([CH3:28])[CH2:30][CH2:31]2)=[O:12])[NH:7][C:3]=1[CH:1]=[O:2]. The yield is 0.820. (2) The reactants are [C:1]1([OH:7])[CH:6]=[CH:5][CH:4]=[CH:3][CH:2]=1.C(=O)([O-])O.[Na+].[Cl:13][C:14]1[CH:19]=[CH:18][C:17]([CH2:20]Cl)=[C:16]([C:22]#[N:23])[N:15]=1.O. The catalyst is C(#N)C. The product is [Cl:13][C:14]1[CH:19]=[CH:18][C:17]([CH2:20][O:7][C:1]2[CH:6]=[CH:5][CH:4]=[CH:3][CH:2]=2)=[C:16]([C:22]#[N:23])[N:15]=1. The yield is 0.930. (3) The reactants are [N:1]1([CH2:6][CH2:7][CH2:8][O:9][C:10]2[CH:15]=[CH:14][C:13]([C:16]3([CH2:22][NH2:23])[CH2:21][CH2:20][CH2:19][CH2:18][CH2:17]3)=[CH:12][CH:11]=2)[CH2:5][CH2:4][CH2:3][CH2:2]1.C(N(CC)C(C)C)(C)C.[C:33]([O:37][C:38](O[C:38]([O:37][C:33]([CH3:36])([CH3:35])[CH3:34])=[O:39])=[O:39])([CH3:36])([CH3:35])[CH3:34]. The catalyst is ClCCl. The product is [N:1]1([CH2:6][CH2:7][CH2:8][O:9][C:10]2[CH:11]=[CH:12][C:13]([C:16]3([CH2:22][NH:23][C:38](=[O:39])[O:37][C:33]([CH3:36])([CH3:35])[CH3:34])[CH2:21][CH2:20][CH2:19][CH2:18][CH2:17]3)=[CH:14][CH:15]=2)[CH2:2][CH2:3][CH2:4][CH2:5]1. The yield is 0.810. (4) The reactants are [CH2:1]([O:3][C:4]([C:6]1[CH:7]=[N:8][N:9]2[C:14]([OH:15])=[C:13]([C:16]([OH:18])=O)[CH:12]=[N:11][C:10]=12)=[O:5])[CH3:2].Cl.[O:20]=[C:21]1[C:34]2[C:29](=[CH:30][CH:31]=[CH:32][CH:33]=2)[C:23]2([CH2:28][CH2:27][NH:26][CH2:25][CH2:24]2)[O:22]1. No catalyst specified. The product is [CH2:1]([O:3][C:4]([C:6]1[CH:7]=[N:8][N:9]2[C:14]([OH:15])=[C:13]([C:16]([N:26]3[CH2:27][CH2:28][C:23]4([C:29]5[C:34](=[CH:33][CH:32]=[CH:31][CH:30]=5)[C:21](=[O:20])[O:22]4)[CH2:24][CH2:25]3)=[O:18])[CH:12]=[N:11][C:10]=12)=[O:5])[CH3:2]. The yield is 0.890. (5) The reactants are [CH2:1]([N:8]1[C:16]2[C:11](=[CH:12][C:13]([OH:17])=[CH:14][CH:15]=2)[CH2:10][CH2:9]1)[C:2]1[CH:7]=[CH:6][CH:5]=[CH:4][CH:3]=1.Cl[C:19](Cl)([O:21]C(=O)OC(Cl)(Cl)Cl)Cl.C(N(CC)C(C)C)(C)C.[CH3:39][O:40][C:41]1[CH:48]=[CH:47][C:44]([CH2:45][NH2:46])=[CH:43][CH:42]=1. The catalyst is ClCCl.CCCCCC.Cl. The product is [CH3:39][O:40][C:41]1[CH:48]=[CH:47][C:44]([CH2:45][NH:46][C:19](=[O:21])[O:17][C:13]2[CH:12]=[C:11]3[C:16](=[CH:15][CH:14]=2)[N:8]([CH2:1][C:2]2[CH:3]=[CH:4][CH:5]=[CH:6][CH:7]=2)[CH2:9][CH2:10]3)=[CH:43][CH:42]=1. The yield is 0.240. (6) The reactants are COC(C1C=C(O)C2C(=C(OCC3C=CC=CC=3)C=C(C#CCOCC3C=CC=CC=3)C=2)N=1)=O.C([O:42][C:43]([C:45]1[CH:54]=[CH:53][C:52]2[C:47](=[C:48]([O:63]CC3C=CC=CC=3)[CH:49]=[CH:50][C:51]=2[C:55]#[C:56][C:57]2[CH:62]=[CH:61][CH:60]=[CH:59][CH:58]=2)[N:46]=1)=[O:44])C1C=CC=CC=1. No catalyst specified. The product is [OH:63][C:48]1[CH:49]=[CH:50][C:51]([CH2:55][CH2:56][C:57]2[CH:58]=[CH:59][CH:60]=[CH:61][CH:62]=2)=[C:52]2[C:47]=1[N:46]=[C:45]([C:43]([OH:44])=[O:42])[CH:54]=[CH:53]2. The yield is 0.550. (7) The product is [OH:23][C:22]1[C:21]2[C:16](=[CH:17][CH:18]=[CH:19][CH:20]=2)[C@@:15]([CH3:29])([CH2:24][CH2:25][CH:26]([CH3:28])[CH3:27])[C:14](=[O:30])[C:13]=1[C:8]1[NH:7][C:6]2[CH:31]=[CH:32][C:3]([NH:2][S:49]([C:39]3[C:48]4[C:43](=[CH:44][CH:45]=[CH:46][CH:47]=4)[CH:42]=[CH:41][CH:40]=3)(=[O:51])=[O:50])=[CH:4][C:5]=2[S:10](=[O:12])(=[O:11])[N:9]=1. The catalyst is CC(C)=O. The yield is 1.00. The reactants are Cl.[NH2:2][C:3]1[CH:32]=[CH:31][C:6]2[NH:7][C:8]([C:13]3[C:14](=[O:30])[C@:15]([CH3:29])([CH2:24][CH2:25][CH:26]([CH3:28])[CH3:27])[C:16]4[C:21]([C:22]=3[OH:23])=[CH:20][CH:19]=[CH:18][CH:17]=4)=[N:9][S:10](=[O:12])(=[O:11])[C:5]=2[CH:4]=1.N1C=CC=CC=1.[C:39]1([S:49](Cl)(=[O:51])=[O:50])[C:48]2[C:43](=[CH:44][CH:45]=[CH:46][CH:47]=2)[CH:42]=[CH:41][CH:40]=1.